Predict the reaction yield, written as a fraction of the theoretical maximum amount of product (1.0 means a 100% yield; for example, 0.34 means a 34% yield). From a dataset of Reaction yield outcomes from USPTO patents with 853,638 reactions. (1) The reactants are [Cl:1][C:2]1[CH:3]=[CH:4][C:5]([O:17][CH3:18])=[C:6]([CH:16]=1)[C:7]([NH:9][C:10]1[S:11][C:12]([CH3:15])=[CH:13][N:14]=1)=[O:8].[H-].[Na+].Cl[CH2:22][C:23]1[N:24]=[CH:25][S:26][CH:27]=1.O. The catalyst is CN(C=O)C. The product is [Cl:1][C:2]1[CH:3]=[CH:4][C:5]([O:17][CH3:18])=[C:6]([CH:16]=1)[C:7](/[N:9]=[C:10]1\[S:11][C:12]([CH3:15])=[CH:13][N:14]\1[CH2:22][C:23]1[N:24]=[CH:25][S:26][CH:27]=1)=[O:8]. The yield is 0.720. (2) The reactants are [F:1][C:2]1[CH:7]=[CH:6][C:5]([F:8])=[CH:4][C:3]=1[CH:9]([S:20][C:21]1[CH:22]=[N:23][C:24]([C:27]([F:30])([F:29])[F:28])=[CH:25][CH:26]=1)[C:10]1[C:11]([CH3:19])=[CH:12][C:13]([C:16]([OH:18])=O)=[N:14][CH:15]=1.F[P-](F)(F)(F)(F)F.[N:38]1(O[P+](N2CCCC2)(N2CCCC2)N2CCCC2)C2C=CC=CC=2N=N1.ON1C2C=CC=CC=2N=N1.[Cl-].[NH4+].C(N(C(C)C)C(C)C)C. The catalyst is CN(C)C=O.O.C(OCC)(=O)C. The product is [F:1][C:2]1[CH:7]=[CH:6][C:5]([F:8])=[CH:4][C:3]=1[CH:9]([S:20][C:21]1[CH:22]=[N:23][C:24]([C:27]([F:29])([F:28])[F:30])=[CH:25][CH:26]=1)[C:10]1[C:11]([CH3:19])=[CH:12][C:13]([C:16]([NH2:38])=[O:18])=[N:14][CH:15]=1. The yield is 0.960. (3) The reactants are [O:1]=[C:2]1[NH:7][C:6]2[CH:8]=[C:9]([CH2:12][N:13]3[CH2:18][CH2:17][N:16]([C:19]4[CH:27]=[CH:26][C:22]([C:23](O)=[O:24])=[CH:21][N:20]=4)[CH2:15][CH2:14]3)[CH:10]=[N:11][C:5]=2[N:4]2[CH2:28][CH2:29][CH2:30][CH2:31][C@@H:3]12.[CH2:32]([N:34](C(C)C)C(C)C)[CH3:33].Cl.C(N)C. The catalyst is CN(C=O)C. The product is [CH2:32]([NH:34][C:23](=[O:24])[C:22]1[CH:26]=[CH:27][C:19]([N:16]2[CH2:15][CH2:14][N:13]([CH2:12][C:9]3[CH:10]=[N:11][C:5]4[N:4]5[CH2:28][CH2:29][CH2:30][CH2:31][C@H:3]5[C:2](=[O:1])[NH:7][C:6]=4[CH:8]=3)[CH2:18][CH2:17]2)=[N:20][CH:21]=1)[CH3:33]. The yield is 0.340. (4) The reactants are [CH:1]1([N:4]([CH3:11])[CH2:5]/[CH:6]=[CH:7]/[C:8]([OH:10])=O)[CH2:3][CH2:2]1.C(Cl)(=O)C(Cl)=O.[Cl:18][C:19]1[N:35]([C:36]2[CH:41]=[CH:40][CH:39]=[C:38]([NH:42][CH3:43])[CH:37]=2)[C:22]2[N:23]=[CH:24][N:25]=[C:26]([NH:27]C(=O)OC(C)(C)C)[C:21]=2[C:20]=1[C:44]1[CH:49]=[CH:48][C:47]([Cl:50])=[CH:46][CH:45]=1.C(O)(C(F)(F)F)=O. The catalyst is CC#N.CN(C=O)C. The yield is 0.390. The product is [NH2:27][C:26]1[C:21]2[C:20]([C:44]3[CH:45]=[CH:46][C:47]([Cl:50])=[CH:48][CH:49]=3)=[C:19]([Cl:18])[N:35]([C:36]3[CH:37]=[C:38]([N:42]([CH3:43])[C:8](=[O:10])/[CH:7]=[CH:6]/[CH2:5][N:4]([CH:1]4[CH2:2][CH2:3]4)[CH3:11])[CH:39]=[CH:40][CH:41]=3)[C:22]=2[N:23]=[CH:24][N:25]=1. (5) The reactants are [Se](=O)=[O:2].Br[CH2:5][C:6]([C:8]1[CH:13]=[CH:12][CH:11]=[C:10]([O:14][CH3:15])[CH:9]=1)=[O:7].[CH2:16]([OH:18])[CH3:17]. No catalyst specified. The product is [CH3:15][O:14][C:10]1[CH:9]=[C:8]([C:6](=[O:7])[C:5]([O:18][CH2:16][CH3:17])=[O:2])[CH:13]=[CH:12][CH:11]=1. The yield is 0.530. (6) No catalyst specified. The yield is 0.870. The reactants are [NH2:1][C@@H:2]1[CH2:6][CH2:5][NH:4][CH2:3]1.Br[C:8]1[S:9][C:10]([C:14]([O:16][CH2:17][CH3:18])=[O:15])=[C:11]([CH3:13])[N:12]=1.C(N(C(C)C)CC)(C)C. The product is [NH2:1][C@@H:2]1[CH2:6][CH2:5][N:4]([C:8]2[S:9][C:10]([C:14]([O:16][CH2:17][CH3:18])=[O:15])=[C:11]([CH3:13])[N:12]=2)[CH2:3]1. (7) The reactants are [CH2:1]([C:3]1[S:7][C:6]([C:8]2[CH:13]=[CH:12][CH:11]=[CH:10][N:9]=2)=[N:5][C:4]=1[OH:14])[CH3:2].[H-].[Na+].[F:17][C:18]([F:37])([F:36])[S:19](N([S:19]([C:18]([F:37])([F:36])[F:17])(=[O:21])=[O:20])C1C=CC=CC=1)(=[O:21])=[O:20]. The catalyst is C1COCC1. The product is [CH2:1]([C:3]1[S:7][C:6]([C:8]2[CH:13]=[CH:12][CH:11]=[CH:10][N:9]=2)=[N:5][C:4]=1[O:14][S:19]([C:18]([F:37])([F:36])[F:17])(=[O:21])=[O:20])[CH3:2]. The yield is 0.410. (8) The reactants are [Br:1][C:2]1[S:6][C:5]([CH:7]([C:9]2[CH:14]=[CH:13][CH:12]=[C:11]([F:15])[CH:10]=2)O)=[CH:4][CH:3]=1.[CH3:16][O:17][C:18]([O:22][Si](C)(C)C)=[C:19](C)[CH3:20].C([O-])([O-])=O.[K+].[K+]. The catalyst is ClCCl.[Ti](Cl)(Cl)(Cl)Cl. The product is [Br:1][C:2]1[S:6][C:5]([CH:7]([C:9]2[CH:14]=[CH:13][CH:12]=[C:11]([F:15])[CH:10]=2)[CH:19]([CH3:20])[C:18]([O:17][CH3:16])=[O:22])=[CH:4][CH:3]=1. The yield is 0.700.